Dataset: Reaction yield outcomes from USPTO patents with 853,638 reactions. Task: Predict the reaction yield, written as a fraction of the theoretical maximum amount of product (1.0 means a 100% yield; for example, 0.34 means a 34% yield). The reactants are [Br:1][C:2]1[CH:7]=[CH:6][C:5]([Cl:8])=[C:4]([CH2:9]Br)[CH:3]=1.[CH3:11][C:12]1[N:17]=[C:16]([SH:18])[N:15]=[C:14]([OH:19])[CH:13]=1.C(N(CC)CC)C. The catalyst is C(O)C. The product is [Br:1][C:2]1[CH:7]=[CH:6][C:5]([Cl:8])=[C:4]([CH2:9][S:18][C:16]2[N:15]=[C:14]([OH:19])[CH:13]=[C:12]([CH3:11])[N:17]=2)[CH:3]=1. The yield is 0.560.